Dataset: Forward reaction prediction with 1.9M reactions from USPTO patents (1976-2016). Task: Predict the product of the given reaction. (1) Given the reactants [CH:1](=O)[C:2]1[CH:7]=[CH:6][CH:5]=[CH:4][CH:3]=1.[C:9]([OH:15])(=[O:14])[CH2:10]C(O)=O.C([O-])(=O)C.[NH4+:20], predict the reaction product. The product is: [NH2:20][CH:1]([C:2]1[CH:7]=[CH:6][CH:5]=[CH:4][CH:3]=1)[CH2:10][C:9]([OH:15])=[O:14]. (2) Given the reactants [CH3:1][N:2]([C:16]1[S:17][CH:18]=[CH:19][N:20]=1)[S:3]([C:6]1[CH:15]=[CH:14][C:9]([C:10]([O:12]C)=[O:11])=[CH:8][CH:7]=1)(=[O:5])=[O:4].O1CCOCC1.[OH-].[Na+].Cl, predict the reaction product. The product is: [CH3:1][N:2]([C:16]1[S:17][CH:18]=[CH:19][N:20]=1)[S:3]([C:6]1[CH:7]=[CH:8][C:9]([C:10]([OH:12])=[O:11])=[CH:14][CH:15]=1)(=[O:4])=[O:5]. (3) Given the reactants [CH2:1]([O:8][C:9]1[CH:14]=[CH:13][C:12]([C:15]2[O:16][C:17]3[CH:22]=[C:21]([O:23][CH2:24][C@@H:25]([NH:27][C:28](=[O:34])OC(C)(C)C)[CH3:26])[N:20]=[CH:19][C:18]=3[N:35]=2)=[CH:11][CH:10]=1)[C:2]1[CH:7]=[CH:6][CH:5]=[CH:4][CH:3]=1.Cl.[C:37](OCC)(=O)C, predict the reaction product. The product is: [CH2:1]([O:8][C:9]1[CH:14]=[CH:13][C:12]([C:15]2[O:16][C:17]3[CH:22]=[C:21]([O:23][CH2:24][C@@H:25]([NH:27][C:28](=[O:34])[CH3:37])[CH3:26])[N:20]=[CH:19][C:18]=3[N:35]=2)=[CH:11][CH:10]=1)[C:2]1[CH:3]=[CH:4][CH:5]=[CH:6][CH:7]=1. (4) Given the reactants [Br:1][C:2]1[CH:7]=[CH:6][CH:5]=[C:4]([N+:8]([O-:10])=[O:9])[C:3]=1[CH2:11][C:12]([OH:14])=[O:13], predict the reaction product. The product is: [Br:1][C:2]1[CH:7]=[CH:6][CH:5]=[C:4]([N+:8]([O-:10])=[O:9])[C:3]=1[CH2:11][C:12]([O:14][C:3]([CH3:11])([CH3:4])[CH3:2])=[O:13]. (5) The product is: [NH:17]1[CH2:16][CH2:15][CH:14]([NH:13][C:11](=[O:12])[CH2:10][CH2:9][CH2:8][CH2:7][CH2:6][C:4]2[N:3]=[N:2][NH:1][CH:5]=2)[CH2:19][CH2:18]1. Given the reactants [NH:1]1[CH:5]=[C:4]([CH2:6][CH2:7][CH2:8][CH2:9][CH2:10][C:11]([NH:13][CH:14]2[CH2:19][CH2:18][N:17](C(OC(C)(C)C)=O)[CH2:16][CH2:15]2)=[O:12])[N:3]=[N:2]1.Cl, predict the reaction product. (6) Given the reactants C1(P(C2C=CC=CC=2)C2C=CC=CC=2)C=CC=CC=1.CC(OC(/N=N/C(OC(C)C)=O)=O)C.[CH3:34][C:35]1[CH:40]=[C:39]([CH2:41][CH2:42]O)[CH:38]=[CH:37][N:36]=1.[C:44]1(=[O:54])[NH:48][C:47](=[O:49])[C:46]2=[CH:50][CH:51]=[CH:52][CH:53]=[C:45]12, predict the reaction product. The product is: [CH3:34][C:35]1[CH:40]=[C:39]([CH2:41][CH2:42][N:48]2[C:44](=[O:54])[C:45]3[C:46](=[CH:50][CH:51]=[CH:52][CH:53]=3)[C:47]2=[O:49])[CH:38]=[CH:37][N:36]=1.